Dataset: Forward reaction prediction with 1.9M reactions from USPTO patents (1976-2016). Task: Predict the product of the given reaction. (1) Given the reactants [CH:1]([NH:4][C:5]1[CH:6]=[C:7]2[C:11](=[CH:12][C:13]=1[N+:14]([O-])=O)[N:10]([CH2:17][CH2:18][CH2:19][CH2:20][CH3:21])[C:9](=[O:22])[C:8]2([CH3:24])[CH3:23])([CH3:3])[CH3:2], predict the reaction product. The product is: [NH2:14][C:13]1[CH:12]=[C:11]2[C:7]([C:8]([CH3:24])([CH3:23])[C:9](=[O:22])[N:10]2[CH2:17][CH2:18][CH2:19][CH2:20][CH3:21])=[CH:6][C:5]=1[NH:4][CH:1]([CH3:2])[CH3:3]. (2) Given the reactants [C:1]([C:3]1[N:7]([CH:8]2[CH2:13][CH2:12][N:11]([C:14]([O:16][CH:17]([CH3:19])[CH3:18])=[O:15])[CH2:10][CH2:9]2)[N:6]=[CH:5][C:4]=1[CH2:20][O:21]S(C)(=O)=O)#[N:2].[F:26][C:27]1[CH:32]=[C:31]([F:33])[CH:30]=[CH:29][C:28]=1O.C(=O)([O-])[O-].[Cs+].[Cs+], predict the reaction product. The product is: [C:1]([C:3]1[N:7]([CH:8]2[CH2:13][CH2:12][N:11]([C:14]([O:16][CH:17]([CH3:19])[CH3:18])=[O:15])[CH2:10][CH2:9]2)[N:6]=[CH:5][C:4]=1[CH2:20][O:21][C:30]1[CH:29]=[CH:28][C:27]([F:26])=[CH:32][C:31]=1[F:33])#[N:2].